From a dataset of Catalyst prediction with 721,799 reactions and 888 catalyst types from USPTO. Predict which catalyst facilitates the given reaction. (1) Reactant: [Cl:1][C:2]1[C:11]2[C:6](=[CH:7][CH:8]=[C:9]([I:12])[CH:10]=2)[N:5]=[CH:4][N:3]=1.[F:13][C:14]1[CH:15]=[C:16]([CH:28]=[CH:29][CH:30]=1)[CH2:17][N:18]1[C:26]2[C:21](=[CH:22][C:23]([NH2:27])=[CH:24][CH:25]=2)[CH:20]=[N:19]1.ClCCCl. Product: [ClH:1].[F:13][C:14]1[CH:15]=[C:16]([CH:28]=[CH:29][CH:30]=1)[CH2:17][N:18]1[C:26]2[C:21](=[CH:22][C:23]([NH:27][C:2]3[C:11]4[C:6](=[CH:7][CH:8]=[C:9]([I:12])[CH:10]=4)[N:5]=[CH:4][N:3]=3)=[CH:24][CH:25]=2)[CH:20]=[N:19]1. The catalyst class is: 218. (2) Reactant: [OH-].[CH3:2][SH2+].[CH:4]1[C:20]2[CH2:19][C@H:18]3[N:21]([CH2:23][CH2:24][C@@:10]45[C@H:17]3[CH:16]=[CH:15][C@H:13]([OH:14])[C@@H:11]4[O:12][C:8]([C:9]=25)=[C:6]([OH:7])[CH:5]=1)[CH3:22]. Product: [CH3:22][N:21]1[C@@H:18]2[CH2:19][C:20]3[CH:4]=[CH:5][C:6]([O:7][CH3:2])=[C:8]4[O:12][C@H:11]5[C@@H:13]([OH:14])[CH:15]=[CH:16][C@@H:17]2[C@:10]5([C:9]=34)[CH2:24][CH2:23]1. The catalyst class is: 5. (3) Reactant: [NH:1]1[CH2:4][CH:3]([O:5][C:6]2[CH:19]=[CH:18][C:9]([CH2:10][N:11]3[CH2:17][C:13]4([CH2:16][O:15][CH2:14]4)[CH2:12]3)=[CH:8][CH:7]=2)[CH2:2]1.[C:20]1([C:26]2[O:30][C:29]([C:31](OCC)=[O:32])=[N:28][N:27]=2)[CH:25]=[CH:24][CH:23]=[CH:22][CH:21]=1. Product: [CH2:16]1[C:13]2([CH2:12][N:11]([CH2:10][C:9]3[CH:18]=[CH:19][C:6]([O:5][CH:3]4[CH2:4][N:1]([C:31]([C:29]5[O:30][C:26]([C:20]6[CH:21]=[CH:22][CH:23]=[CH:24][CH:25]=6)=[N:27][N:28]=5)=[O:32])[CH2:2]4)=[CH:7][CH:8]=3)[CH2:17]2)[CH2:14][O:15]1. The catalyst class is: 16. (4) Reactant: [CH3:1][O:2][C:3]([CH:5]1[CH2:10][CH2:9][N:8]([CH2:11][C:12]([O:14]C(C)(C)C)=O)[CH2:7][CH2:6]1)=[O:4].C(O)(C(F)(F)F)=O.CCN(C(C)C)C(C)C.CN(C(ON1N=NC2C=CC=NC1=2)=[N+](C)C)C.F[P-](F)(F)(F)(F)F.[CH:59]1([CH2:62][NH:63][CH2:64][C:65]2[NH:66][C:67](=[O:75])[CH:68]3[CH2:74][O:73][CH2:72][CH2:71][CH:69]3[N:70]=2)[CH2:61][CH2:60]1. Product: [CH3:1][O:2][C:3]([CH:5]1[CH2:6][CH2:7][N:8]([CH2:11][C:12](=[O:14])[N:63]([CH2:62][CH:59]2[CH2:61][CH2:60]2)[CH2:64][C:65]2[NH:66][C:67](=[O:75])[CH:68]3[CH2:74][O:73][CH2:72][CH2:71][CH:69]3[N:70]=2)[CH2:9][CH2:10]1)=[O:4]. The catalyst class is: 139. (5) Reactant: [C:1]([OH:9])(=[O:8])[C:2]1[CH:7]=[CH:6][CH:5]=[CH:4][CH:3]=1.Br[CH2:11][C:12]#[N:13]. Product: [C:1]([O:9][CH2:11][C:12]#[N:13])(=[O:8])[C:2]1[CH:7]=[CH:6][CH:5]=[CH:4][CH:3]=1. The catalyst class is: 9. (6) Reactant: [F:1][C:2]1[CH:7]=[CH:6][C:5]([C:8]2[CH:12]=[CH:11][NH:10][CH:9]=2)=[CH:4][CH:3]=1.[H-].[Na+].[CH2:15]([O:22][C:23]1[C:24]([C:35]([O-:37])=[O:36])=[N:25][C:26]([CH2:33]Cl)=[N:27][C:28]=1[O:29][CH2:30][O:31][CH3:32])[C:16]1[CH:21]=[CH:20][CH:19]=[CH:18][CH:17]=1.[Cl-].[NH4+]. Product: [CH2:15]([O:22][C:23]1[C:24]([C:35]([O:37][C:5]([CH3:8])([CH3:6])[CH3:4])=[O:36])=[N:25][C:26]([CH2:33][N:10]2[CH:11]=[CH:12][C:8]([C:5]3[CH:4]=[CH:3][C:2]([F:1])=[CH:7][CH:6]=3)=[CH:9]2)=[N:27][C:28]=1[O:29][CH2:30][O:31][CH3:32])[C:16]1[CH:21]=[CH:20][CH:19]=[CH:18][CH:17]=1. The catalyst class is: 9. (7) Reactant: [C:1]([O:5][C:6]([NH:8][CH:9]([C:39]([CH3:42])([CH3:41])[CH3:40])[C:10]([N:12]1[CH2:16][CH:15]([O:17][C:18]2[C:27]3[C:22](=[CH:23][C:24]([O:28][CH3:29])=[CH:25][CH:26]=3)[N:21]=[C:20]([C:30]3[CH:35]=[CH:34][CH:33]=[CH:32][CH:31]=3)[CH:19]=2)[CH2:14][CH:13]1[C:36]([OH:38])=O)=[O:11])=[O:7])([CH3:4])([CH3:3])[CH3:2].CCN(C(C)C)C(C)C.CN(C(ON1N=NC2C=CC=CC1=2)=[N+](C)C)C.F[P-](F)(F)(F)(F)F.C1C=CC2N(O)N=NC=2C=1.O.Cl.[CH3:88][O:89][C:90]([C:92]1([NH2:96])[CH2:95][CH2:94][CH2:93]1)=[O:91]. Product: [CH3:88][O:89][C:90]([C:92]1([NH:96][C:36]([CH:13]2[CH2:14][CH:15]([O:17][C:18]3[C:27]4[C:22](=[CH:23][C:24]([O:28][CH3:29])=[CH:25][CH:26]=4)[N:21]=[C:20]([C:30]4[CH:35]=[CH:34][CH:33]=[CH:32][CH:31]=4)[CH:19]=3)[CH2:16][N:12]2[C:10](=[O:11])[CH:9]([NH:8][C:6]([O:5][C:1]([CH3:3])([CH3:2])[CH3:4])=[O:7])[C:39]([CH3:42])([CH3:41])[CH3:40])=[O:38])[CH2:95][CH2:94][CH2:93]1)=[O:91]. The catalyst class is: 91.